Dataset: Forward reaction prediction with 1.9M reactions from USPTO patents (1976-2016). Task: Predict the product of the given reaction. (1) The product is: [C:1]([S:5][C:6]1[CH:11]=[CH:10][C:9]([N:12]([CH2:13][CH2:14][C:15]([O:17][CH2:18][CH3:19])=[O:16])[C:23](=[O:24])[CH2:22][C:20]#[N:21])=[CH:8][CH:7]=1)([CH3:4])([CH3:3])[CH3:2]. Given the reactants [C:1]([S:5][C:6]1[CH:11]=[CH:10][C:9]([NH:12][CH2:13][CH2:14][C:15]([O:17][CH2:18][CH3:19])=[O:16])=[CH:8][CH:7]=1)([CH3:4])([CH3:3])[CH3:2].[C:20]([CH2:22][C:23](O)=[O:24])#[N:21].C(N=C=NC(C)C)(C)C.O, predict the reaction product. (2) The product is: [F:1][C:2]1[CH:7]=[CH:6][C:5]([CH2:8][C:9]2[CH:18]=[C:17]3[C:12]([C:13]([OH:26])=[C:14]([C:21]([NH:35][CH2:34][CH2:33][C:29]4[N:28]([CH3:27])[CH:32]=[CH:31][CH:30]=4)=[O:23])[C:15](=[O:20])[N:16]3[CH3:19])=[N:11][CH:10]=2)=[CH:4][CH:3]=1. Given the reactants [F:1][C:2]1[CH:7]=[CH:6][C:5]([CH2:8][C:9]2[CH:18]=[C:17]3[C:12]([C:13]([OH:26])=[C:14]([C:21]([O:23]CC)=O)[C:15](=[O:20])[N:16]3[CH3:19])=[N:11][CH:10]=2)=[CH:4][CH:3]=1.[CH3:27][N:28]1[CH:32]=[CH:31][CH:30]=[C:29]1[CH2:33][CH2:34][NH2:35], predict the reaction product. (3) Given the reactants [O:1]=[C:2]1[C:11]2[C:6](=[CH:7][CH:8]=[CH:9][CH:10]=2)[C:5]2[CH2:12][C:13]3[CH:14]=[C:15]([NH2:19])[CH:16]=[CH:17][C:18]=3[C:4]=2[NH:3]1.C(N(CC)CC)C.[Cl:27][CH2:28][CH2:29][CH2:30][S:31](Cl)(=[O:33])=[O:32], predict the reaction product. The product is: [O:1]=[C:2]1[C:11]2[C:6](=[CH:7][CH:8]=[CH:9][CH:10]=2)[C:5]2[CH2:12][C:13]3[CH:14]=[C:15]([NH:19][S:31]([CH2:30][CH2:29][CH2:28][Cl:27])(=[O:33])=[O:32])[CH:16]=[CH:17][C:18]=3[C:4]=2[NH:3]1.